Regression/Classification. Given a drug SMILES string, predict its absorption, distribution, metabolism, or excretion properties. Task type varies by dataset: regression for continuous measurements (e.g., permeability, clearance, half-life) or binary classification for categorical outcomes (e.g., BBB penetration, CYP inhibition). For this dataset (solubility_aqsoldb), we predict Y. From a dataset of Aqueous solubility values for 9,982 compounds from the AqSolDB database. (1) The compound is NC(=O)NCC(=O)O. The Y is -0.581 log mol/L. (2) The molecule is CCCCCCCC/C=C\CCCCCCCC(=O)NCC(C)O. The Y is -5.53 log mol/L. (3) The compound is O=C(Nc1ccccc1)c1ccccc1O. The Y is -3.59 log mol/L. (4) The compound is CN(C)C(=O)N(C)C. The Y is 0.935 log mol/L.